Dataset: Full USPTO retrosynthesis dataset with 1.9M reactions from patents (1976-2016). Task: Predict the reactants needed to synthesize the given product. (1) Given the product [Br:1][C:2]1[CH:3]=[CH:4][C:5]([S:8]([N:16]2[CH2:17][CH2:18][N:13]([CH3:12])[CH2:14][CH2:15]2)(=[O:10])=[O:9])=[N:6][CH:7]=1, predict the reactants needed to synthesize it. The reactants are: [Br:1][C:2]1[CH:3]=[CH:4][C:5]([S:8](Cl)(=[O:10])=[O:9])=[N:6][CH:7]=1.[CH3:12][N:13]1[CH2:18][CH2:17][NH:16][CH2:15][CH2:14]1.C([O-])(O)=O.[Na+]. (2) Given the product [CH:1]1([CH2:4][O:5][C:6]2[CH:11]=[CH:10][C:9]([CH:12]([F:14])[F:13])=[CH:8][C:7]=2[C:15]2[C:16]3[NH:23][C:22]([CH3:24])=[C:21]([C:25]([OH:27])=[O:26])[C:17]=3[N:18]=[CH:19][N:20]=2)[CH2:3][CH2:2]1, predict the reactants needed to synthesize it. The reactants are: [CH:1]1([CH2:4][O:5][C:6]2[CH:11]=[CH:10][C:9]([CH:12]([F:14])[F:13])=[CH:8][C:7]=2[C:15]2[C:16]3[NH:23][C:22]([CH3:24])=[C:21]([C:25]([O:27]CC)=[O:26])[C:17]=3[N:18]=[CH:19][N:20]=2)[CH2:3][CH2:2]1.C(O)CCC.CC([O-])(C)C.[K+].C(O)(=O)CC(CC(O)=O)(C(O)=O)O.